Dataset: Catalyst prediction with 721,799 reactions and 888 catalyst types from USPTO. Task: Predict which catalyst facilitates the given reaction. (1) Reactant: [CH2:1]([O:3][C:4](=[O:20])/[CH:5]=[C:6](/[O:8][C:9]1[CH:14]=[CH:13][CH:12]=[C:11]([O:15][C:16]([F:19])([F:18])[F:17])[CH:10]=1)\[CH3:7])[CH3:2].[Br:21]N1C(=O)CCC1=O.C(OOC(=O)C1C=CC=CC=1)(=O)C1C=CC=CC=1.O. Product: [CH2:1]([O:3][C:4](=[O:20])/[CH:5]=[C:6](/[O:8][C:9]1[CH:14]=[CH:13][CH:12]=[C:11]([O:15][C:16]([F:18])([F:19])[F:17])[CH:10]=1)\[CH2:7][Br:21])[CH3:2]. The catalyst class is: 53. (2) Reactant: [CH3:1][C:2]1[O:6][N:5]=[C:4]([C:7](=[S:9])[NH2:8])[CH:3]=1.C([O:12][C:13](=O)[CH:14](Br)[CH2:15][CH3:16])C.N1C=CC=CC=1.C(OCC)(=O)C.CCCCCC. Product: [CH2:15]([C:14]1[S:9][C:7]([C:4]2[CH:3]=[C:2]([CH3:1])[O:6][N:5]=2)=[N:8][C:13]=1[OH:12])[CH3:16]. The catalyst class is: 8. (3) Reactant: C(OC(=O)[C:5]1[C:10]([OH:11])=[CH:9][C:8]([C:12]([F:15])([F:14])[F:13])=[N:7][C:6]=1[OH:16])C. Product: [F:15][C:12]([F:13])([F:14])[C:8]1[N:7]=[C:6]([OH:16])[CH:5]=[C:10]([OH:11])[CH:9]=1. The catalyst class is: 33. (4) Reactant: [N:1]1[CH:6]=[CH:5][C:4]([C:7]2[N:8]=[C:9]3[CH:15]=[CH:14][NH:13][C:10]3=[N:11][CH:12]=2)=[CH:3][CH:2]=1.[I:16]N1C(=O)CCC1=O. Product: [I:16][C:15]1[C:9]2[C:10](=[N:11][CH:12]=[C:7]([C:4]3[CH:3]=[CH:2][N:1]=[CH:6][CH:5]=3)[N:8]=2)[NH:13][CH:14]=1. The catalyst class is: 21. (5) Reactant: C[O:2][C:3]1[CH:7]=[CH:6][S:5][C:4]=1[C:8]1[C:12]2[CH:13]=[C:14]([N:17]3[C:22](=[O:23])[CH:21]=[C:20]([C:24]([F:27])([F:26])[F:25])[N:19]([CH3:28])[C:18]3=[O:29])[CH:15]=[CH:16][C:11]=2[S:10][N:9]=1.B(Cl)(Cl)Cl.Cl. Product: [OH:2][C:3]1[CH:7]=[CH:6][S:5][C:4]=1[C:8]1[C:12]2[CH:13]=[C:14]([N:17]3[C:22](=[O:23])[CH:21]=[C:20]([C:24]([F:27])([F:26])[F:25])[N:19]([CH3:28])[C:18]3=[O:29])[CH:15]=[CH:16][C:11]=2[S:10][N:9]=1. The catalyst class is: 2. (6) Reactant: [F:1][C:2]1[CH:10]=[C:9]2[C:5]([CH2:6][O:7][C:8]2=[O:11])=[C:4]([N+:12]([O-])=O)[CH:3]=1.[H][H]. Product: [NH2:12][C:4]1[CH:3]=[C:2]([F:1])[CH:10]=[C:9]2[C:5]=1[CH2:6][O:7][C:8]2=[O:11]. The catalyst class is: 99. (7) Reactant: [Cl:1][C:2]1[CH:7]=[CH:6][CH:5]=[CH:4][C:3]=1[C:8](=O)[CH3:9].S(O)(O)(=O)=O.[CH3:16][NH:17][NH2:18]. Product: [Cl:1][C:2]1[CH:7]=[CH:6][CH:5]=[CH:4][C:3]=1/[C:8](=[N:18]\[NH:17][CH3:16])/[CH3:9]. The catalyst class is: 8. (8) Reactant: [F:1][C:2]1[CH:7]=[C:6]([CH:8]=[CH:9][N+:10]([O-])=O)[CH:5]=[CH:4][C:3]=1[C:13]1[S:14][C:15]2[C:20]([N:21]=1)=[CH:19][CH:18]=[C:17]([C:22]1([C:25]3[CH:30]=[CH:29][CH:28]=[CH:27][CH:26]=3)[CH2:24][CH2:23]1)[N:16]=2.C1COCC1.CO.O. Product: [F:1][C:2]1[CH:7]=[C:6]([CH2:8][CH2:9][NH2:10])[CH:5]=[CH:4][C:3]=1[C:13]1[S:14][C:15]2[C:20]([N:21]=1)=[CH:19][CH:18]=[C:17]([C:22]1([C:25]3[CH:26]=[CH:27][CH:28]=[CH:29][CH:30]=3)[CH2:23][CH2:24]1)[N:16]=2. The catalyst class is: 763. (9) Reactant: [C:1]([O:5][C:6]([N:8]1[CH2:13][C:12](=[O:14])[N:11]([C:15]2[CH:20]=[CH:19][CH:18]=[CH:17][C:16]=2[O:21]CC2C=CC=CC=2)[CH2:10][C:9]1([CH3:30])[CH3:29])=[O:7])([CH3:4])([CH3:3])[CH3:2].[H][H]. Product: [C:1]([O:5][C:6]([N:8]1[CH2:13][C:12](=[O:14])[N:11]([C:15]2[CH:20]=[CH:19][CH:18]=[CH:17][C:16]=2[OH:21])[CH2:10][C:9]1([CH3:30])[CH3:29])=[O:7])([CH3:4])([CH3:2])[CH3:3]. The catalyst class is: 129. (10) Reactant: [CH2:1]([N:3]([CH2:29][CH3:30])[C:4](=[O:28])[C:5]1[CH:10]=[CH:9][C:8]([CH:11]([C:18]2[CH:19]=[CH:20][CH:21]=[C:22]3[C:27]=2[N:26]=[CH:25][CH:24]=[CH:23]3)[N:12]2[CH2:17][CH2:16][NH:15][CH2:14][CH2:13]2)=[CH:7][CH:6]=1)[CH3:2].[S:31]1[CH:35]=[CH:34][C:33]([CH:36]=O)=[CH:32]1.C([BH3-])#N.[Na+].[OH-].[Na+]. Product: [CH2:29]([N:3]([CH2:1][CH3:2])[C:4](=[O:28])[C:5]1[CH:6]=[CH:7][C:8]([CH:11]([N:12]2[CH2:13][CH2:14][N:15]([CH2:36][C:33]3[CH:34]=[CH:35][S:31][CH:32]=3)[CH2:16][CH2:17]2)[C:18]2[CH:19]=[CH:20][CH:21]=[C:22]3[C:27]=2[N:26]=[CH:25][CH:24]=[CH:23]3)=[CH:9][CH:10]=1)[CH3:30]. The catalyst class is: 130.